Dataset: Forward reaction prediction with 1.9M reactions from USPTO patents (1976-2016). Task: Predict the product of the given reaction. Given the reactants [F:1][C:2]([F:40])([F:39])[C:3]1[CH:4]=[C:5]([CH:32]=[C:33]([C:35]([F:38])([F:37])[F:36])[CH:34]=1)[CH2:6][N:7]([CH2:20][C:21]1[CH:26]=[C:25]([C:27]([F:30])([F:29])[F:28])[CH:24]=[CH:23][C:22]=1[OH:31])[C:8]1[N:13]=[CH:12][C:11]([N:14]2[CH2:19][CH2:18][O:17][CH2:16][CH2:15]2)=[CH:10][N:9]=1.Br[CH2:42][CH2:43][CH2:44][C:45]([O:47][CH2:48][CH3:49])=[O:46].C(=O)([O-])[O-].[K+].[K+].O, predict the reaction product. The product is: [F:40][C:2]([F:1])([F:39])[C:3]1[CH:4]=[C:5]([CH:32]=[C:33]([C:35]([F:37])([F:36])[F:38])[CH:34]=1)[CH2:6][N:7]([CH2:20][C:21]1[CH:26]=[C:25]([C:27]([F:30])([F:29])[F:28])[CH:24]=[CH:23][C:22]=1[O:31][CH2:42][CH2:43][CH2:44][C:45]([O:47][CH2:48][CH3:49])=[O:46])[C:8]1[N:13]=[CH:12][C:11]([N:14]2[CH2:15][CH2:16][O:17][CH2:18][CH2:19]2)=[CH:10][N:9]=1.